Dataset: Forward reaction prediction with 1.9M reactions from USPTO patents (1976-2016). Task: Predict the product of the given reaction. (1) Given the reactants [F:1][C:2]1[CH:11]=[CH:10][C:9]2[O:12][CH2:13][C:14](=[O:15])[N:7]3[C:8]=2[C:3]=1[CH:4]([CH:16]=O)[CH2:5][CH2:6]3.[O:18]1[C:27]2[CH:26]=[C:25]([CH2:28][N:29]([CH:37]3[CH2:42][CH2:41][NH:40][CH2:39][CH2:38]3)[C:30](=[O:36])[O:31][C:32]([CH3:35])([CH3:34])[CH3:33])[N:24]=[CH:23][C:22]=2[O:21][CH2:20][CH2:19]1, predict the reaction product. The product is: [O:18]1[C:27]2[CH:26]=[C:25]([CH2:28][N:29]([CH:37]3[CH2:42][CH2:41][N:40]([CH2:16][CH:4]4[C:3]5[C:8]6=[C:9]([O:12][CH2:13][C:14](=[O:15])[N:7]6[CH2:6][CH2:5]4)[CH:10]=[CH:11][C:2]=5[F:1])[CH2:39][CH2:38]3)[C:30](=[O:36])[O:31][C:32]([CH3:35])([CH3:34])[CH3:33])[N:24]=[CH:23][C:22]=2[O:21][CH2:20][CH2:19]1. (2) Given the reactants [NH2:1][NH:2][C:3]([C:5]1[C:10]([C:11]([F:14])([F:13])[F:12])=[CH:9][CH:8]=[CH:7][N:6]=1)=[NH:4].[Cl:15][C:16]1[CH:23]=[CH:22][CH:21]=[C:20]([Cl:24])[C:17]=1[CH:18]=O, predict the reaction product. The product is: [Cl:15][C:16]1[CH:23]=[CH:22][CH:21]=[C:20]([Cl:24])[C:17]=1[C:18]1[NH:1][N:2]=[C:3]([C:5]2[C:10]([C:11]([F:12])([F:13])[F:14])=[CH:9][CH:8]=[CH:7][N:6]=2)[N:4]=1. (3) Given the reactants [NH2:1][CH2:2][CH:3]1[CH:8]([CH3:9])[CH2:7][CH2:6][CH2:5][N:4]1[C:10]([O:12][CH2:13][CH:14]=[CH2:15])=[O:11].Cl[C:17]1[CH:22]=[CH:21][C:20]([C:23]([F:26])([F:25])[F:24])=[CH:19][N:18]=1.C([O-])([O-])=O.[Cs+].[Cs+], predict the reaction product. The product is: [CH3:9][CH:8]1[CH2:7][CH2:6][CH2:5][N:4]([C:10]([O:12][CH2:13][CH:14]=[CH2:15])=[O:11])[CH:3]1[CH2:2][NH:1][C:17]1[CH:22]=[CH:21][C:20]([C:23]([F:26])([F:25])[F:24])=[CH:19][N:18]=1. (4) Given the reactants [CH3:1][O:2][C:3]1[CH:4]=[C:5]([NH:27][C:28](=[O:33])[C@H:29]([CH3:32])[CH:30]=[CH2:31])[C:6]([C:9]2[CH:10]=[C:11]([C@@H:15]([NH:19][C:20](=[O:26])[O:21][C:22]([CH3:25])([CH3:24])[CH3:23])[CH2:16]C=C)[CH:12]=[CH:13][CH:14]=2)=[N:7][CH:8]=1, predict the reaction product. The product is: [CH3:1][O:2][C:3]1[CH:8]=[N:7][C:6]2[C:9]3[CH:14]=[CH:13][CH:12]=[C:11]([CH:10]=3)[C@@H:15]([NH:19][C:20](=[O:26])[O:21][C:22]([CH3:23])([CH3:25])[CH3:24])[CH2:16][CH:31]=[CH:30][C@@H:29]([CH3:32])[C:28](=[O:33])[NH:27][C:5]=2[CH:4]=1. (5) Given the reactants Br[CH2:2][C:3]1[C:12]2[C:7](=[C:8]([F:14])[C:9]([F:13])=[CH:10][CH:11]=2)[NH:6][C:5](=[O:15])[CH:4]=1.[CH:16]1([CH2:22][CH2:23][C:24]2[NH:28][C:27]3[CH:29]=[CH:30][CH:31]=[CH:32][C:26]=3[N:25]=2)[CH2:21][CH2:20][CH2:19][CH2:18][CH2:17]1, predict the reaction product. The product is: [CH:16]1([CH2:22][CH2:23][C:24]2[N:25]([CH2:2][C:3]3[C:12]4[C:7](=[C:8]([F:14])[C:9]([F:13])=[CH:10][CH:11]=4)[NH:6][C:5](=[O:15])[CH:4]=3)[C:26]3[CH:32]=[CH:31][CH:30]=[CH:29][C:27]=3[N:28]=2)[CH2:21][CH2:20][CH2:19][CH2:18][CH2:17]1.